This data is from Forward reaction prediction with 1.9M reactions from USPTO patents (1976-2016). The task is: Predict the product of the given reaction. (1) Given the reactants [NH:1]1[C:9]2[C:4](=[CH:5][CH:6]=[CH:7][CH:8]=2)[CH2:3][C@H:2]1[C:10](O)=[O:11], predict the reaction product. The product is: [NH:1]1[C:9]2[C:4](=[CH:5][CH:6]=[CH:7][CH:8]=2)[CH2:3][C@H:2]1[CH2:10][OH:11]. (2) Given the reactants C(OCC)(=O)C.C(O)(=O)C.[Br:11][C:12]1[C:13]([F:23])=[CH:14][C:15]([N+:20]([O-])=O)=[C:16]([O:18][CH3:19])[CH:17]=1, predict the reaction product. The product is: [Br:11][C:12]1[C:13]([F:23])=[CH:14][C:15]([NH2:20])=[C:16]([O:18][CH3:19])[CH:17]=1.